Dataset: Full USPTO retrosynthesis dataset with 1.9M reactions from patents (1976-2016). Task: Predict the reactants needed to synthesize the given product. Given the product [Br:1][C:2]1[CH:7]=[CH:6][C:5]([O:8][CH2:11][C:12]([N:14]([CH3:16])[CH3:15])=[O:13])=[C:4]([CH3:9])[CH:3]=1, predict the reactants needed to synthesize it. The reactants are: [Br:1][C:2]1[CH:7]=[CH:6][C:5]([OH:8])=[C:4]([CH3:9])[CH:3]=1.Cl[CH2:11][C:12]([N:14]([CH3:16])[CH3:15])=[O:13].C(=O)([O-])[O-].[K+].[K+].Cl.